Dataset: CYP3A4 inhibition data for predicting drug metabolism from PubChem BioAssay. Task: Regression/Classification. Given a drug SMILES string, predict its absorption, distribution, metabolism, or excretion properties. Task type varies by dataset: regression for continuous measurements (e.g., permeability, clearance, half-life) or binary classification for categorical outcomes (e.g., BBB penetration, CYP inhibition). Dataset: cyp3a4_veith. (1) The molecule is O=c1nc2ccccc2c2n1C[C@H](CN1CCN(c3ccccc3)CC1)N2. The result is 0 (non-inhibitor). (2) The drug is CCCCn1cnc2c(c(CC#N)nn2-c2ccccc2)c1=N. The result is 0 (non-inhibitor).